Dataset: Full USPTO retrosynthesis dataset with 1.9M reactions from patents (1976-2016). Task: Predict the reactants needed to synthesize the given product. (1) Given the product [CH3:7][C:8]1[CH:18]=[CH:17][C:11]2[NH:12][CH2:13][CH2:14][O:15][C:10]=2[CH:9]=1, predict the reactants needed to synthesize it. The reactants are: [H-].[Al+3].[Li+].[H-].[H-].[H-].[CH3:7][C:8]1[CH:18]=[CH:17][C:11]2[NH:12][C:13](=O)[CH2:14][O:15][C:10]=2[CH:9]=1.O.[OH-].[Na+]. (2) Given the product [Cl:1][C:2]1[CH:7]=[C:6]2[N:8]([CH2:37][CH2:36][OH:35])[C:9](=[O:33])[C:10]3([CH:15]([C:16]4[CH:21]=[CH:20][CH:19]=[C:18]([Cl:22])[CH:17]=4)[CH2:14][C:13](=[O:23])[N:12]([CH3:24])[CH:11]3[C:25]3[CH:30]=[C:29]([F:31])[CH:28]=[CH:27][C:26]=3[CH3:32])[C:5]2=[CH:4][CH:3]=1, predict the reactants needed to synthesize it. The reactants are: [Cl:1][C:2]1[CH:7]=[C:6]2[NH:8][C:9](=[O:33])[C:10]3([CH:15]([C:16]4[CH:21]=[CH:20][CH:19]=[C:18]([Cl:22])[CH:17]=4)[CH2:14][C:13](=[O:23])[N:12]([CH3:24])[CH:11]3[C:25]3[CH:30]=[C:29]([F:31])[CH:28]=[CH:27][C:26]=3[CH3:32])[C:5]2=[CH:4][CH:3]=1.C[O:35][CH:36]([Si](C)(C)C)[CH3:37].FC(F)(F)C(O)=O. (3) Given the product [NH2:67][S:64]([CH2:63][CH2:62][NH:61][S:53]([C:33]1[C:32]2[C:36](=[CH:37][CH:38]=[C:30]([Br:29])[CH:31]=2)[NH:35][C:34]=1[C:48]([NH2:7])=[O:50])(=[O:54])=[O:55])(=[O:66])=[O:65], predict the reactants needed to synthesize it. The reactants are: ClC1C=C2C(=CC=1)[N:7](S(C1C=CC=CC=1)(=O)=O)C(C(OCC)=O)=C2S(Cl)(=O)=O.[Br:29][C:30]1[CH:31]=[C:32]2[C:36](=[CH:37][CH:38]=1)[N:35](S(C1C=CC=CC=1)(=O)=O)[C:34]([C:48]([O:50]CC)=O)=[C:33]2[S:53](Cl)(=[O:55])=[O:54].Cl.CN.Cl.[NH2:61][CH2:62][CH2:63][S:64]([NH2:67])(=[O:66])=[O:65].